This data is from Forward reaction prediction with 1.9M reactions from USPTO patents (1976-2016). The task is: Predict the product of the given reaction. (1) Given the reactants [Cl:1][C:2]1[CH:7]=[C:6]([C:8]2[N:12]=[C:11]([C:13]3[N:14]=[C:15]4[C:20]([Cl:21])=[CH:19][C:18]([C:22]([F:25])([F:24])[F:23])=[CH:17][N:16]4[CH:26]=3)[O:10][N:9]=2)[C:5]([Cl:27])=[CH:4][C:3]=1[OH:28].[F:29][C:30]([F:35])([F:34])[CH:31]1[O:33][CH2:32]1.[OH-].[Na+], predict the reaction product. The product is: [Cl:1][C:2]1[CH:7]=[C:6]([C:8]2[N:12]=[C:11]([C:13]3[N:14]=[C:15]4[C:20]([Cl:21])=[CH:19][C:18]([C:22]([F:23])([F:25])[F:24])=[CH:17][N:16]4[CH:26]=3)[O:10][N:9]=2)[C:5]([Cl:27])=[CH:4][C:3]=1[O:28][CH2:32][CH:31]([OH:33])[C:30]([F:35])([F:34])[F:29]. (2) Given the reactants [CH3:1][O:2][C:3]([C:5]1[CH:6]=[CH:7][C:8]([C:11]([OH:13])=O)=[N:9][CH:10]=1)=[O:4].C(Cl)(=O)C(Cl)=O.[NH2:20][C:21]1[N:22]=[C:23]([N:29]2[CH2:34][CH2:33][CH:32]([O:35][C:36]3[CH:41]=[CH:40][CH:39]=[CH:38][C:37]=3[C:42]([F:45])([F:44])[F:43])[CH2:31][CH2:30]2)[S:24][C:25]=1[C:26]([NH2:28])=[O:27].[H-].[Na+], predict the reaction product. The product is: [NH2:20][C:21]1[N:22]=[C:23]([N:29]2[CH2:30][CH2:31][CH:32]([O:35][C:36]3[CH:41]=[CH:40][CH:39]=[CH:38][C:37]=3[C:42]([F:45])([F:44])[F:43])[CH2:33][CH2:34]2)[S:24][C:25]=1[C:26]([NH:28][C:11]([C:8]1[CH:7]=[CH:6][C:5]([C:3]([O:2][CH3:1])=[O:4])=[CH:10][N:9]=1)=[O:13])=[O:27]. (3) Given the reactants [Br:1][C:2]1[C:9]([F:10])=[CH:8][C:5]([CH:6]=[O:7])=[C:4]([N+:11]([O-])=O)[CH:3]=1.CCO.CC(O)=O, predict the reaction product. The product is: [NH2:11][C:4]1[CH:3]=[C:2]([Br:1])[C:9]([F:10])=[CH:8][C:5]=1[CH:6]=[O:7].